From a dataset of Reaction yield outcomes from USPTO patents with 853,638 reactions. Predict the reaction yield, written as a fraction of the theoretical maximum amount of product (1.0 means a 100% yield; for example, 0.34 means a 34% yield). The product is [Cl:25][C:22]1[CH:23]=[CH:24][C:19]2[O:18][CH:17]([CH2:26][C:27]([N:29]3[CH2:34][CH2:33][N:32]([CH2:35][C:36]4[CH:37]=[CH:38][C:39]([F:42])=[CH:40][CH:41]=4)[CH2:31][C@H:30]3[CH3:43])=[O:28])[CH2:16][NH:15][C:20]=2[CH:21]=1. The yield is 0.420. The catalyst is C(Cl)Cl. The reactants are FC(F)(F)C(O)=O.C(OC([N:15]1[C:20]2[CH:21]=[C:22]([Cl:25])[CH:23]=[CH:24][C:19]=2[O:18][CH:17]([CH2:26][C:27]([N:29]2[CH2:34][CH2:33][N:32]([CH2:35][C:36]3[CH:41]=[CH:40][C:39]([F:42])=[CH:38][CH:37]=3)[CH2:31][C@H:30]2[CH3:43])=[O:28])[CH2:16]1)=O)(C)(C)C.